Dataset: Catalyst prediction with 721,799 reactions and 888 catalyst types from USPTO. Task: Predict which catalyst facilitates the given reaction. Reactant: Br[C:2]1[CH:3]=[C:4]([CH2:8][CH2:9][NH2:10])[CH:5]=[CH:6][CH:7]=1.[CH3:11][C:12]1([CH3:28])[C:16]([CH3:18])([CH3:17])[O:15][B:14]([B:14]2[O:15][C:16]([CH3:18])([CH3:17])[C:12]([CH3:28])([CH3:11])[O:13]2)[O:13]1.[K]. Product: [CH3:11][C:12]1([CH3:28])[C:16]([CH3:18])([CH3:17])[O:15][B:14]([C:2]2[CH:3]=[C:4]([CH2:8][CH2:9][NH2:10])[CH:5]=[CH:6][CH:7]=2)[O:13]1. The catalyst class is: 423.